From a dataset of Catalyst prediction with 721,799 reactions and 888 catalyst types from USPTO. Predict which catalyst facilitates the given reaction. The catalyst class is: 20. Reactant: [C:1]([O:8][CH3:9])(=[O:7])[CH2:2][C:3]([O:5][CH3:6])=[O:4].[H-].[Na+].Br[CH2:13][CH2:14][CH2:15][O:16][Si:17]([C:30]([CH3:33])([CH3:32])[CH3:31])([C:24]1[CH:29]=[CH:28][CH:27]=[CH:26][CH:25]=1)[C:18]1[CH:23]=[CH:22][CH:21]=[CH:20][CH:19]=1. Product: [Si:17]([O:16][CH2:15][CH2:14][CH2:13][CH:2]([C:1]([O:8][CH3:9])=[O:7])[C:3]([O:5][CH3:6])=[O:4])([C:30]([CH3:31])([CH3:32])[CH3:33])([C:24]1[CH:25]=[CH:26][CH:27]=[CH:28][CH:29]=1)[C:18]1[CH:23]=[CH:22][CH:21]=[CH:20][CH:19]=1.